From a dataset of Cav3 T-type calcium channel HTS with 100,875 compounds. Binary Classification. Given a drug SMILES string, predict its activity (active/inactive) in a high-throughput screening assay against a specified biological target. (1) The drug is S(=O)(=O)(CCC(N1C(=O)c2c(C1=O)cccc2)C(Oc1ccc(OCC)cc1)=O)C. The result is 0 (inactive). (2) The drug is S(c1[nH]c(c2sccc2)c(c(=O)n1)C#N)CC(=O)c1sccc1. The result is 0 (inactive).